This data is from Forward reaction prediction with 1.9M reactions from USPTO patents (1976-2016). The task is: Predict the product of the given reaction. Given the reactants [Cl:1][C:2]1[N:7]=[N:6][C:5]([NH2:8])=[CH:4][CH:3]=1.Br[CH2:10][C:11]([CH:13]1[CH2:15][CH2:14]1)=O, predict the reaction product. The product is: [Cl:1][C:2]1[CH:3]=[CH:4][C:5]2[N:6]([CH:10]=[C:11]([CH:13]3[CH2:15][CH2:14]3)[N:8]=2)[N:7]=1.